Predict the reaction yield, written as a fraction of the theoretical maximum amount of product (1.0 means a 100% yield; for example, 0.34 means a 34% yield). From a dataset of Reaction yield outcomes from USPTO patents with 853,638 reactions. (1) The reactants are [CH3:1][C:2]([NH2:12])([CH3:11])[CH2:3][CH2:4][NH:5][CH2:6][C:7]([F:10])([F:9])[F:8].[C:13](ON1C(=O)CCC1=O)([O:15][CH2:16][C:17]1[CH:22]=[CH:21][CH:20]=[CH:19][CH:18]=1)=[O:14]. The catalyst is C1COCC1. The product is [CH3:11][C:2]([NH:12][C:13](=[O:14])[O:15][CH2:16][C:17]1[CH:22]=[CH:21][CH:20]=[CH:19][CH:18]=1)([CH2:3][CH2:4][NH:5][CH2:6][C:7]([F:8])([F:9])[F:10])[CH3:1]. The yield is 0.685. (2) The reactants are [F:1][C:2]1[C:3]([CH2:11][CH2:12][S:13]([CH3:16])(=[O:15])=[O:14])=[N:4][CH:5]=[C:6]([N+:8]([O-])=O)[CH:7]=1. The catalyst is C(OCC)(=O)C.[Pd]. The product is [F:1][C:2]1[CH:7]=[C:6]([NH2:8])[CH:5]=[N:4][C:3]=1[CH2:11][CH2:12][S:13]([CH3:16])(=[O:15])=[O:14]. The yield is 0.880. (3) The reactants are [CH3:1][CH:2]([CH:6]([S:8][CH3:9])[CH3:7])[C:3](O)=[O:4].C(Cl)(=O)C(Cl)=O.[Cl:16][C:17]1[C:21]([NH:22][CH2:23][CH3:24])=[CH:20][N:19]([C:25]2[CH:26]=[N:27][CH:28]=[C:29]([F:31])[CH:30]=2)[N:18]=1. The catalyst is ClCCl.CN(C)C=O.CN(C)C1C=CN=CC=1. The product is [Cl:16][C:17]1[C:21]([N:22]([CH2:23][CH3:24])[C:3](=[O:4])[CH:2]([CH3:1])[CH:6]([S:8][CH3:9])[CH3:7])=[CH:20][N:19]([C:25]2[CH:26]=[N:27][CH:28]=[C:29]([F:31])[CH:30]=2)[N:18]=1.[Cl:16][C:17]1[C:21]([N:22]([CH2:23][CH3:24])[C:3](=[O:4])/[C:2](/[CH3:1])=[CH:6]\[CH3:7])=[CH:20][N:19]([C:25]2[CH:26]=[N:27][CH:28]=[C:29]([F:31])[CH:30]=2)[N:18]=1. The yield is 0.221. (4) The product is [CH2:19]1[C:20]2[C:25](=[CH:24][CH:23]=[CH:22][CH:21]=2)[CH2:17][CH:18]1[N:26]1[CH2:30][CH2:29][N:28]([C:2]2[CH:7]=[CH:6][C:5]([S:8]([NH:11][C:12]3[S:13][CH:14]=[CH:15][N:16]=3)(=[O:10])=[O:9])=[CH:4][CH:3]=2)[C:27]1=[O:31]. The yield is 0.100. The catalyst is [Cu]I.CN1C(=O)CCC1. The reactants are I[C:2]1[CH:7]=[CH:6][C:5]([S:8]([NH:11][C:12]2[S:13][CH:14]=[CH:15][N:16]=2)(=[O:10])=[O:9])=[CH:4][CH:3]=1.[CH2:17]1[C:25]2[C:20](=[CH:21][CH:22]=[CH:23][CH:24]=2)[CH2:19][CH:18]1[N:26]1[CH2:30][CH2:29][NH:28][C:27]1=[O:31].C(=O)([O-])[O-].[K+].[K+]. (5) The reactants are [NH2:1][C:2]1[CH:3]=[C:4]([C:8]2[C:22]([C:23]3[CH:28]=[CH:27][N:26]=[C:25]([NH:29][CH:30]4[CH2:34][CH2:33][CH2:32][CH2:31]4)[N:24]=3)=[C:11]3[CH:12]=[CH:13][CH:14]=[C:15]([NH:16][CH:17]4[CH2:21][CH2:20][CH2:19][CH2:18]4)[N:10]3[N:9]=2)[CH:5]=[CH:6][CH:7]=1.N1C=CC=CC=1.[CH3:41][S:42](Cl)(=[O:44])=[O:43].C(OCC)(=O)C. The catalyst is CN(C)C=O.O. The product is [CH:17]1([NH:16][C:15]2[N:10]3[N:9]=[C:8]([C:4]4[CH:3]=[C:2]([NH:1][S:42]([CH3:41])(=[O:44])=[O:43])[CH:7]=[CH:6][CH:5]=4)[C:22]([C:23]4[CH:28]=[CH:27][N:26]=[C:25]([NH:29][CH:30]5[CH2:31][CH2:32][CH2:33][CH2:34]5)[N:24]=4)=[C:11]3[CH:12]=[CH:13][CH:14]=2)[CH2:21][CH2:20][CH2:19][CH2:18]1. The yield is 0.960. (6) The reactants are [OH:1][C:2]1[CH:7]=[CH:6][C:5]([C:8](=[O:10])[CH3:9])=[C:4]([CH3:11])[CH:3]=1.N1C=CC=CC=1.[F:18][C:19]([F:32])([F:31])[S:20](O[S:20]([C:19]([F:32])([F:31])[F:18])(=[O:22])=[O:21])(=[O:22])=[O:21]. The catalyst is ClCCl. The product is [F:18][C:19]([F:32])([F:31])[S:20]([O:1][C:2]1[CH:7]=[CH:6][C:5]([C:8](=[O:10])[CH3:9])=[C:4]([CH3:11])[CH:3]=1)(=[O:22])=[O:21]. The yield is 0.900. (7) The reactants are [NH:1]1[CH:5]=[CH:4][CH:3]=[CH:2]1.C([Li])CCC.[C:11]1([S:17](Cl)(=[O:19])=[O:18])[CH:16]=[CH:15][CH:14]=[CH:13][CH:12]=1. The catalyst is O1CCCC1.O. The product is [C:11]1([S:17]([N:1]2[CH:5]=[CH:4][CH:3]=[CH:2]2)(=[O:19])=[O:18])[CH:16]=[CH:15][CH:14]=[CH:13][CH:12]=1. The yield is 0.950. (8) The reactants are [CH:1]12[O:9][CH:5]([CH2:6][NH:7][CH2:8]1)[CH2:4][N:3]([C:10]([O:12][C:13]([CH3:16])([CH3:15])[CH3:14])=[O:11])[CH2:2]2.[O:17]1[CH2:19][C@H:18]1[CH2:20][O:21][C:22]1[CH:29]=[CH:28][C:25]([C:26]#[N:27])=[CH:24][CH:23]=1. The catalyst is CC(O)C.O. The product is [C:26]([C:25]1[CH:28]=[CH:29][C:22]([O:21][CH2:20][C@@H:18]([OH:17])[CH2:19][N:7]2[CH2:6][CH:5]3[O:9][CH:1]([CH2:2][N:3]([C:10]([O:12][C:13]([CH3:16])([CH3:15])[CH3:14])=[O:11])[CH2:4]3)[CH2:8]2)=[CH:23][CH:24]=1)#[N:27]. The yield is 1.00. (9) The reactants are Br[C:2]1[CH:13]=[CH:12][C:5]([C:6]([NH:8][CH:9]([CH3:11])[CH3:10])=[O:7])=[CH:4][CH:3]=1.Cl.[CH3:15][Si:16]([CH3:43])([CH3:42])[CH2:17][CH2:18][O:19][CH2:20][N:21]1[C:25]2[N:26]=[CH:27][N:28]=[C:29]([C:30]3[CH:31]=[N:32][N:33]([C:35]4([CH2:39][C:40]#[N:41])[CH2:38][NH:37][CH2:36]4)[CH:34]=3)[C:24]=2[CH:23]=[CH:22]1.CC1(C)C2C=CC=C(P(C3C=CC=CC=3)C3C=CC=CC=3)C=2OC2C1=CC=CC=2P(C1C=CC=CC=1)C1C=CC=CC=1.C(=O)([O-])[O-].[Cs+].[Cs+]. The catalyst is C1(C)C=CC=CC=1.C([O-])(=O)C.[Pd+2].C([O-])(=O)C. The product is [C:40]([CH2:39][C:35]1([N:33]2[CH:34]=[C:30]([C:29]3[C:24]4[CH:23]=[CH:22][N:21]([CH2:20][O:19][CH2:18][CH2:17][Si:16]([CH3:15])([CH3:43])[CH3:42])[C:25]=4[N:26]=[CH:27][N:28]=3)[CH:31]=[N:32]2)[CH2:36][N:37]([C:2]2[CH:13]=[CH:12][C:5]([C:6]([NH:8][CH:9]([CH3:11])[CH3:10])=[O:7])=[CH:4][CH:3]=2)[CH2:38]1)#[N:41]. The yield is 0.610. (10) The reactants are OC1C(=O)NN=C(CCC2C=CC=CC=2)C=1.C([O:24][C:25]1[N:26]=[N:27][C:28]([C:39]([C:41]2[CH:46]=[CH:45][CH:44]=[CH:43][CH:42]=2)=[CH2:40])=[CH:29][C:30]=1[O:31]CC1C=CC=CC=1)C1C=CC=CC=1. The catalyst is C(OCC)(=O)C. The product is [C:41]1([CH:39]([C:28]2[CH:29]=[C:30]([OH:31])[C:25](=[O:24])[NH:26][N:27]=2)[CH3:40])[CH:46]=[CH:45][CH:44]=[CH:43][CH:42]=1. The yield is 0.320.